Predict the reaction yield, written as a fraction of the theoretical maximum amount of product (1.0 means a 100% yield; for example, 0.34 means a 34% yield). From a dataset of Reaction yield outcomes from USPTO patents with 853,638 reactions. (1) The reactants are [NH2:1][C:2]1[CH:3]=[C:4]([C:15]([F:18])([F:17])[F:16])[C:5]2[N:6]([C:8]([Cl:14])=[C:9]([C:11]([OH:13])=O)[N:10]=2)[CH:7]=1.[NH:19]1[CH2:24][CH2:23][CH:22]([N:25]2[CH2:29][CH2:28][O:27][C:26]2=[O:30])[CH2:21][CH2:20]1.C(N(CC)C(C)C)(C)C.C1CN([P+](Br)(N2CCCC2)N2CCCC2)CC1.F[P-](F)(F)(F)(F)F. The catalyst is CN(C=O)C.CCOC(C)=O. The product is [NH2:1][C:2]1[CH:3]=[C:4]([C:15]([F:18])([F:17])[F:16])[C:5]2[N:6]([C:8]([Cl:14])=[C:9]([C:11]([N:19]3[CH2:20][CH2:21][CH:22]([N:25]4[CH2:29][CH2:28][O:27][C:26]4=[O:30])[CH2:23][CH2:24]3)=[O:13])[N:10]=2)[CH:7]=1. The yield is 0.400. (2) The product is [CH:2]1([C:5]2[N:6]=[CH:4][C:2]([CH:5]=[O:8])=[CH:3][N:7]=2)[CH2:4][CH2:3]1. The yield is 0.535. The catalyst is CC#N.O. The reactants are Cl.[CH:2]1([C:5](=[NH:7])[NH2:6])[CH2:4][CH2:3]1.[OH-:8].[Na+]. (3) The reactants are COCCOC.[F:7][C:8]1[C:13](B(O)O)=[CH:12][CH:11]=[CH:10][N:9]=1.Cl[C:18]1[N:23]=[C:22]([CH3:24])[N:21]=[C:20]([NH2:25])[C:19]=1[F:26]. The catalyst is O.C1C=CC([P]([Pd]([P](C2C=CC=CC=2)(C2C=CC=CC=2)C2C=CC=CC=2)([P](C2C=CC=CC=2)(C2C=CC=CC=2)C2C=CC=CC=2)[P](C2C=CC=CC=2)(C2C=CC=CC=2)C2C=CC=CC=2)(C2C=CC=CC=2)C2C=CC=CC=2)=CC=1. The product is [F:26][C:19]1[C:20]([NH2:25])=[N:21][C:22]([CH3:24])=[N:23][C:18]=1[C:13]1[C:8]([F:7])=[N:9][CH:10]=[CH:11][CH:12]=1. The yield is 0.600. (4) The reactants are [Cl:1][C:2]1[C:3]([O:12][C:13]([F:16])([F:15])[F:14])=[CH:4][C:5]([N+:9]([O-])=O)=[C:6]([NH2:8])[CH:7]=1.S(S([O-])=O)([O-])=O.[Na+].[Na+].[CH:25](OC)(OC)OC.CN(C=O)C. The catalyst is C(O)(=O)C. The product is [Cl:1][C:2]1[C:3]([O:12][C:13]([F:16])([F:15])[F:14])=[CH:4][C:5]2[N:9]=[CH:25][NH:8][C:6]=2[CH:7]=1. The yield is 0.780. (5) The reactants are [Cl:1][C:2]1[CH:7]=[CH:6][CH:5]=[CH:4][C:3]=1[C:8]1[C:13]([O:14]C)=[CH:12][CH:11]=[CH:10][C:9]=1[F:16]. The catalyst is Br. The product is [Cl:1][C:2]1[CH:7]=[CH:6][CH:5]=[CH:4][C:3]=1[C:8]1[C:13]([OH:14])=[CH:12][CH:11]=[CH:10][C:9]=1[F:16]. The yield is 0.570. (6) The reactants are [NH2:1][CH2:2][C:3]1([C:6]#[N:7])[CH2:5][CH2:4]1.[Br:8][C:9]1[N:10]=[C:11]([CH:29]2[CH2:31][CH2:30]2)[N:12]([CH2:21][O:22][CH2:23][CH2:24][Si:25]([CH3:28])([CH3:27])[CH3:26])[C:13]=1[C:14]1[CH:19]=[CH:18][N:17]=[C:16](Cl)[N:15]=1.CCN(C(C)C)C(C)C.C([O-])([O-])=O.[Na+].[Na+]. The catalyst is CN1C(=O)CCC1. The product is [Br:8][C:9]1[N:10]=[C:11]([CH:29]2[CH2:31][CH2:30]2)[N:12]([CH2:21][O:22][CH2:23][CH2:24][Si:25]([CH3:26])([CH3:27])[CH3:28])[C:13]=1[C:14]1[CH:19]=[CH:18][N:17]=[C:16]([NH:7][CH2:6][C:3]2([C:2]#[N:1])[CH2:5][CH2:4]2)[N:15]=1. The yield is 0.660.